Dataset: Forward reaction prediction with 1.9M reactions from USPTO patents (1976-2016). Task: Predict the product of the given reaction. (1) Given the reactants C[O:2][C:3](=O)[CH:4]([N:7]([C:15]([O:17][C:18]([CH3:21])([CH3:20])[CH3:19])=[O:16])[C:8]([O:10][C:11]([CH3:14])([CH3:13])[CH3:12])=[O:9])[CH2:5][NH2:6].[H-].[Al+3].[Li+].[H-].[H-].[H-].O, predict the reaction product. The product is: [C:18]([O:17][C:15]([N:7]([C:8]([O:10][C:11]([CH3:14])([CH3:13])[CH3:12])=[O:9])[CH:4]([CH2:5][NH2:6])[CH2:3][OH:2])=[O:16])([CH3:21])([CH3:20])[CH3:19]. (2) The product is: [CH:24]1([N:22]2[CH:23]=[C:19]([CH2:18][O:17][C:13]3[CH:12]=[C:11]4[C:16](=[CH:15][CH:14]=3)[NH:8][CH2:9][CH2:10]4)[C:20]([C:30]([F:33])([F:31])[F:32])=[N:21]2)[CH2:29][CH2:28][CH2:27][CH2:26][CH2:25]1. Given the reactants C(OC([N:8]1[C:16]2[C:11](=[CH:12][C:13]([O:17][CH2:18][C:19]3[C:20]([C:30]([F:33])([F:32])[F:31])=[N:21][N:22]([CH:24]4[CH2:29][CH2:28][CH2:27][CH2:26][CH2:25]4)[CH:23]=3)=[CH:14][CH:15]=2)[CH2:10][CH2:9]1)=O)(C)(C)C, predict the reaction product.